From a dataset of Peptide-MHC class II binding affinity with 134,281 pairs from IEDB. Regression. Given a peptide amino acid sequence and an MHC pseudo amino acid sequence, predict their binding affinity value. This is MHC class II binding data. (1) The peptide sequence is PLSVASMTSPLLTWD. The MHC is DRB1_1302 with pseudo-sequence DRB1_1302. The binding affinity (normalized) is 0.624. (2) The peptide sequence is AAYAAQGYKVLVLNPSVAAT. The binding affinity (normalized) is 0.572. The MHC is DRB1_1101 with pseudo-sequence DRB1_1101. (3) The peptide sequence is SSKVTITDTTIGTGD. The MHC is DRB4_0101 with pseudo-sequence DRB4_0103. The binding affinity (normalized) is 0.488.